The task is: Predict the reaction yield, written as a fraction of the theoretical maximum amount of product (1.0 means a 100% yield; for example, 0.34 means a 34% yield).. This data is from Reaction yield outcomes from USPTO patents with 853,638 reactions. (1) The reactants are C1(P(C2C=CC=CC=2)C2C=CC=CC=2)C=CC=CC=1.CC(OC(/N=N/C(OC(C)C)=O)=O)C.[CH3:34][N:35]1[C:39]([C:40]2[CH:45]=[C:44]([N+:46]([O-:48])=[O:47])[CH:43]=[CH:42][C:41]=2[OH:49])=[CH:38][CH:37]=[N:36]1.[N:50]1([CH2:56][CH2:57]O)[CH2:55][CH2:54][O:53][CH2:52][CH2:51]1. The catalyst is C1COCC1. The product is [CH3:34][N:35]1[C:39]([C:40]2[CH:45]=[C:44]([N+:46]([O-:48])=[O:47])[CH:43]=[CH:42][C:41]=2[O:49][CH2:57][CH2:56][N:50]2[CH2:55][CH2:54][O:53][CH2:52][CH2:51]2)=[CH:38][CH:37]=[N:36]1. The yield is 0.890. (2) The reactants are [CH3:1][C:2]1[C:11](=[O:12])[NH:10][C:9]2[N:8]=[C:7]([O:13][CH2:14][CH2:15][CH2:16][CH:17]=O)[CH:6]=[CH:5][C:4]=2[CH:3]=1.[Cl:19][C:20]1[C:25]([Cl:26])=[CH:24][CH:23]=[CH:22][C:21]=1[N:27]1[CH2:32][CH2:31][NH:30][CH2:29][CH2:28]1.[BH-](OC(C)=O)(OC(C)=O)OC(C)=O.[Na+]. The catalyst is CO. The product is [Cl:19][C:20]1[C:25]([Cl:26])=[CH:24][CH:23]=[CH:22][C:21]=1[N:27]1[CH2:32][CH2:31][N:30]([CH2:17][CH2:16][CH2:15][CH2:14][O:13][C:7]2[N:8]=[C:9]3[C:4]([CH:3]=[C:2]([CH3:1])[C:11](=[O:12])[NH:10]3)=[CH:5][CH:6]=2)[CH2:29][CH2:28]1. The yield is 0.300. (3) The yield is 0.575. The reactants are [CH2:1]([O:8][C:9]([N:11]1[CH2:15][C@H:14]([O:16][C:17]([CH3:20])([CH3:19])[CH3:18])[CH2:13][C@H:12]1[C:21](=[O:30])[NH:22][C:23]1[CH:28]=[CH:27][CH:26]=[CH:25][C:24]=1Br)=[O:10])[C:2]1[CH:7]=[CH:6][CH:5]=[CH:4][CH:3]=1.C([O-])([O-])=O.[Cs+].[Cs+].O. The product is [CH2:1]([O:8][C:9]([N:11]1[CH2:15][C@H:14]([O:16][C:17]([CH3:20])([CH3:19])[CH3:18])[CH2:13][C@H:12]1[C:21]1[O:30][C:24]2[CH:25]=[CH:26][CH:27]=[CH:28][C:23]=2[N:22]=1)=[O:10])[C:2]1[CH:7]=[CH:6][CH:5]=[CH:4][CH:3]=1. The catalyst is COCCOC.[Cu]I.